From a dataset of Tyrosyl-DNA phosphodiesterase HTS with 341,365 compounds. Binary Classification. Given a drug SMILES string, predict its activity (active/inactive) in a high-throughput screening assay against a specified biological target. (1) The molecule is FC(F)(F)c1cc(NC(=O)Cn2nc(c3c(c2=O)cccc3)Cc2ccncc2)ccc1. The result is 0 (inactive). (2) The molecule is S(c1n(C2CC2)c(nn1)c1sccc1)CC(=O)c1c(n(c(=O)[nH]c1=O)C)N. The result is 0 (inactive). (3) The molecule is S1C(CN(c2c1cccc2)CC(=O)NCc1cc(ccc1)C)C. The result is 0 (inactive).